From a dataset of NCI-60 drug combinations with 297,098 pairs across 59 cell lines. Regression. Given two drug SMILES strings and cell line genomic features, predict the synergy score measuring deviation from expected non-interaction effect. (1) Drug 1: CC=C1C(=O)NC(C(=O)OC2CC(=O)NC(C(=O)NC(CSSCCC=C2)C(=O)N1)C(C)C)C(C)C. Drug 2: C1CN(P(=O)(OC1)NCCCl)CCCl. Cell line: M14. Synergy scores: CSS=20.0, Synergy_ZIP=6.39, Synergy_Bliss=10.9, Synergy_Loewe=-44.4, Synergy_HSA=3.53. (2) Drug 1: CC12CCC(CC1=CCC3C2CCC4(C3CC=C4C5=CN=CC=C5)C)O. Drug 2: C1C(C(OC1N2C=C(C(=O)NC2=O)F)CO)O. Cell line: DU-145. Synergy scores: CSS=44.6, Synergy_ZIP=2.11, Synergy_Bliss=3.27, Synergy_Loewe=-28.0, Synergy_HSA=2.66.